This data is from NCI-60 drug combinations with 297,098 pairs across 59 cell lines. The task is: Regression. Given two drug SMILES strings and cell line genomic features, predict the synergy score measuring deviation from expected non-interaction effect. (1) Synergy scores: CSS=31.8, Synergy_ZIP=3.97, Synergy_Bliss=3.69, Synergy_Loewe=1.35, Synergy_HSA=3.45. Drug 1: CC1C(C(=O)NC(C(=O)N2CCCC2C(=O)N(CC(=O)N(C(C(=O)O1)C(C)C)C)C)C(C)C)NC(=O)C3=C4C(=C(C=C3)C)OC5=C(C(=O)C(=C(C5=N4)C(=O)NC6C(OC(=O)C(N(C(=O)CN(C(=O)C7CCCN7C(=O)C(NC6=O)C(C)C)C)C)C(C)C)C)N)C. Cell line: SK-MEL-28. Drug 2: CC1C(C(CC(O1)OC2CC(CC3=C2C(=C4C(=C3O)C(=O)C5=C(C4=O)C(=CC=C5)OC)O)(C(=O)CO)O)N)O.Cl. (2) Drug 1: COC1=NC(=NC2=C1N=CN2C3C(C(C(O3)CO)O)O)N. Drug 2: C1CC(=O)NC(=O)C1N2C(=O)C3=CC=CC=C3C2=O. Cell line: HL-60(TB). Synergy scores: CSS=40.5, Synergy_ZIP=8.74, Synergy_Bliss=-1.05, Synergy_Loewe=8.60, Synergy_HSA=-1.50.